This data is from Reaction yield outcomes from USPTO patents with 853,638 reactions. The task is: Predict the reaction yield, written as a fraction of the theoretical maximum amount of product (1.0 means a 100% yield; for example, 0.34 means a 34% yield). (1) The reactants are Br[C:2]1[C:10]2[C:9](=[O:11])[N:8]([CH2:12][CH2:13][C:14]3[CH:23]=[CH:22][C:21]4[C:16](=[CH:17][CH:18]=[C:19]([F:24])[CH:20]=4)[N:15]=3)[N:7]=[CH:6][C:5]=2[S:4][CH:3]=1.[N:25]1[CH:30]=[CH:29][C:28](B(O)O)=[CH:27][CH:26]=1.C([O-])([O-])=O.[K+].[K+]. The catalyst is O1CCOCC1.O.C1C=CC(P(C2C=CC=CC=2)[C-]2C=CC=C2)=CC=1.C1C=CC(P(C2C=CC=CC=2)[C-]2C=CC=C2)=CC=1.Cl[Pd]Cl.[Fe+2]. The product is [F:24][C:19]1[CH:20]=[C:21]2[C:16](=[CH:17][CH:18]=1)[N:15]=[C:14]([CH2:13][CH2:12][N:8]1[C:9](=[O:11])[C:10]3[C:2]([C:28]4[CH:29]=[CH:30][N:25]=[CH:26][CH:27]=4)=[CH:3][S:4][C:5]=3[CH:6]=[N:7]1)[CH:23]=[CH:22]2. The yield is 0.685. (2) The reactants are [NH2:1][CH:2]([CH2:6][C:7]1[CH:12]=[CH:11][CH:10]=[CH:9][N:8]=1)[C:3]([OH:5])=[O:4].Cl[C:14]([O:16][CH3:17])=[O:15]. The catalyst is O1CCOCC1.[OH-].[Na+]. The product is [CH3:17][O:16][C:14]([NH:1][C@H:2]([C:3]([OH:5])=[O:4])[CH2:6][C:7]1[CH:12]=[CH:11][CH:10]=[CH:9][N:8]=1)=[O:15]. The yield is 0.650. (3) The product is [O:10]1[C:6]2[CH:5]=[CH:4][N:3]=[CH:2][C:7]=2[CH2:8][C:9]21[CH:15]1[CH2:14][CH2:13][N:12]([CH2:17][CH2:16]1)[CH2:11]2. The reactants are Cl[C:2]1[C:7]2[CH2:8][C:9]3([CH:15]4[CH2:16][CH2:17][N:12]([CH2:13][CH2:14]4)[CH2:11]3)[O:10][C:6]=2[CH:5]=[CH:4][N:3]=1. The yield is 1.04. The catalyst is CO.[Pd]. (4) The reactants are [OH:1][C:2]1[CH:10]=[C:9]([OH:11])[C:8]([Br:12])=[CH:7][C:3]=1[C:4]([OH:6])=[O:5].[CH:13]1[CH:18]=[CH:17][C:16]([CH2:19]Br)=[CH:15][CH:14]=1.C([O-])([O-])=O.[K+].[K+]. The catalyst is CC(C)=O. The product is [CH2:19]([O:5][C:4](=[O:6])[C:3]1[CH:7]=[C:8]([Br:12])[C:9]([O:11][CH2:19][C:16]2[CH:17]=[CH:18][CH:13]=[CH:14][CH:15]=2)=[CH:10][C:2]=1[O:1][CH2:4][C:3]1[CH:7]=[CH:8][CH:9]=[CH:10][CH:2]=1)[C:16]1[CH:17]=[CH:18][CH:13]=[CH:14][CH:15]=1. The yield is 0.950. (5) The product is [NH2:21][N+:3]1[CH:4]=[C:5]([CH3:8])[N:6]=[CH:7][C:2]=1[CH3:1].[CH3:16][C:11]1[CH:12]=[C:13]([CH3:15])[CH:14]=[C:9]([CH3:22])[C:10]=1[S:17]([O-:20])(=[O:19])=[O:18]. The catalyst is ClCCl. The reactants are [CH3:1][C:2]1[CH:7]=[N:6][C:5]([CH3:8])=[CH:4][N:3]=1.[C:9]1([CH3:22])[CH:14]=[C:13]([CH3:15])[CH:12]=[C:11]([CH3:16])[C:10]=1[S:17]([O:20][NH2:21])(=[O:19])=[O:18].C(OCC)C. The yield is 0.970. (6) The reactants are Br[CH2:2][C:3]1[CH:8]=[CH:7][CH:6]=[CH:5][CH:4]=1.[Cl:9][C:10]1[CH:11]=[CH:12][C:13]([CH2:17][OH:18])=[C:14]([OH:16])[CH:15]=1.[OH-].[Na+]. The catalyst is C(O)C. The product is [Cl:9][C:10]1[CH:11]=[CH:12][C:13]([CH2:17][OH:18])=[C:14]([O:16][CH2:2][C:3]2[CH:8]=[CH:7][CH:6]=[CH:5][CH:4]=2)[CH:15]=1. The yield is 0.280. (7) The reactants are C1(N)C(F)=C(F)C(F)=C(N)C=1F.[ClH:13].Cl.[NH2:15][CH:16]1[CH2:21][CH2:20][N:19]([CH2:22][CH:23]2[C:33]3=[C:34]4[C:29](=[CH:30][CH:31]=[CH:32]3)[CH:28]=[CH:27][C:26](=[O:35])[N:25]4[CH2:24]2)[CH2:18][CH2:17]1.C(N(CC)CC)C.[O:43]=[C:44]1[CH2:49][S:48][C:47]2[CH:50]=[CH:51][C:52]([CH:54]=O)=[N:53][C:46]=2[NH:45]1.C(O[BH-](OC(=O)C)OC(=O)C)(=O)C.[Na+]. The catalyst is CO.ClCCl. The product is [ClH:13].[O:43]=[C:44]1[CH2:49][S:48][C:47]2[CH:50]=[CH:51][C:52]([CH2:54][NH:15][CH:16]3[CH2:21][CH2:20][N:19]([CH2:22][CH:23]4[C:33]5=[C:34]6[C:29](=[CH:30][CH:31]=[CH:32]5)[CH:28]=[CH:27][C:26](=[O:35])[N:25]6[CH2:24]4)[CH2:18][CH2:17]3)=[N:53][C:46]=2[NH:45]1. The yield is 0.950.